From a dataset of Reaction yield outcomes from USPTO patents with 853,638 reactions. Predict the reaction yield, written as a fraction of the theoretical maximum amount of product (1.0 means a 100% yield; for example, 0.34 means a 34% yield). (1) The reactants are [C:1]1([CH:7]([NH:9][C:10]2[CH:15]=[C:14](F)[CH:13]=[CH:12][C:11]=2[C:17](=[O:22])[C:18]([F:21])([F:20])[F:19])[CH3:8])[CH:6]=[CH:5][CH:4]=[CH:3][CH:2]=1.[N:23]1([C:29]([O:31][C:32]([CH3:35])([CH3:34])[CH3:33])=[O:30])[CH2:28][CH2:27][NH:26][CH2:25][CH2:24]1.C(N(CC)C(C)C)(C)C. The catalyst is C(#N)C. The product is [C:1]1([CH:7]([NH:9][C:10]2[CH:15]=[C:14]([N:26]3[CH2:25][CH2:24][N:23]([C:29]([O:31][C:32]([CH3:35])([CH3:34])[CH3:33])=[O:30])[CH2:28][CH2:27]3)[CH:13]=[CH:12][C:11]=2[C:17](=[O:22])[C:18]([F:21])([F:20])[F:19])[CH3:8])[CH:6]=[CH:5][CH:4]=[CH:3][CH:2]=1. The yield is 0.300. (2) The reactants are [OH:1][CH:2]1[CH2:7][CH2:6][N:5]([C:8]([O:10][CH:11]([CH3:13])[CH3:12])=[O:9])[CH2:4][CH2:3]1.Cl[C:15]1[N:20]=[CH:19][N:18]=[C:17]([N:21]2[C:29]3[C:24](=[CH:25][C:26]([S:30]([CH3:33])(=[O:32])=[O:31])=[CH:27][CH:28]=3)[CH2:23][CH2:22]2)[CH:16]=1. No catalyst specified. The product is [CH3:33][S:30]([C:26]1[CH:25]=[C:24]2[C:29](=[CH:28][CH:27]=1)[N:21]([C:17]1[N:18]=[CH:19][N:20]=[C:15]([O:1][CH:2]3[CH2:3][CH2:4][N:5]([C:8]([O:10][CH:11]([CH3:13])[CH3:12])=[O:9])[CH2:6][CH2:7]3)[CH:16]=1)[CH2:22][CH2:23]2)(=[O:32])=[O:31]. The yield is 0.600. (3) The reactants are C(OC(=O)[NH:7][C:8]1[CH:13]=[C:12]([O:14][CH3:15])[C:11]([CH2:16][N:17]2[CH2:22][CH2:21][O:20][CH2:19][CH2:18]2)=[C:10]([O:23][CH3:24])[C:9]=1[C:25](=[O:27])[NH2:26])(C)(C)C. The catalyst is CC(O)=O.Cl. The product is [NH2:7][C:8]1[C:9]([C:25]([NH2:26])=[O:27])=[C:10]([O:23][CH3:24])[C:11]([CH2:16][N:17]2[CH2:22][CH2:21][O:20][CH2:19][CH2:18]2)=[C:12]([O:14][CH3:15])[CH:13]=1. The yield is 0.890.